Dataset: Forward reaction prediction with 1.9M reactions from USPTO patents (1976-2016). Task: Predict the product of the given reaction. (1) Given the reactants C(O)(C(F)(F)F)=O.[CH3:8][O:9][C:10]([CH2:12][NH:13][C:14]1[N:19]=[CH:18][C:17](/[CH:20]=[CH:21]/[C:22]([O:24]C(C)(C)C)=[O:23])=[CH:16][CH:15]=1)=[O:11].C(Cl)[Cl:30], predict the reaction product. The product is: [ClH:30].[CH3:8][O:9][C:10]([CH2:12][NH:13][C:14]1[N:19]=[CH:18][C:17](/[CH:20]=[CH:21]/[C:22]([OH:24])=[O:23])=[CH:16][CH:15]=1)=[O:11]. (2) Given the reactants [N:1]([CH2:4][C:5]1[CH:9]=[C:8]([C:10]([CH3:13])([CH3:12])[CH3:11])[N:7]([C:14]2[CH:19]=[CH:18][C:17]([S:20]([CH3:23])(=[O:22])=[O:21])=[CH:16][CH:15]=2)[N:6]=1)=[N+]=[N-], predict the reaction product. The product is: [C:10]([C:8]1[N:7]([C:14]2[CH:19]=[CH:18][C:17]([S:20]([CH3:23])(=[O:21])=[O:22])=[CH:16][CH:15]=2)[N:6]=[C:5]([CH2:4][NH2:1])[CH:9]=1)([CH3:13])([CH3:11])[CH3:12]. (3) Given the reactants [Cl:1][C:2]1[C:3]([NH:23][C:24]2[CH:28]=[C:27]([CH3:29])[NH:26][N:25]=2)=[N:4][C:5]([NH:8][C:9]2[CH:14]=[C:13]([CH3:15])[C:12]([CH:16]3[CH2:21][CH2:20][NH:19][CH2:18][CH2:17]3)=[CH:11][C:10]=2[F:22])=[N:6][CH:7]=1.C(N(CC)CC)C.Br[CH2:38][C:39]([NH2:41])=[O:40], predict the reaction product. The product is: [Cl:1][C:2]1[C:3]([NH:23][C:24]2[CH:28]=[C:27]([CH3:29])[NH:26][N:25]=2)=[N:4][C:5]([NH:8][C:9]2[C:10]([F:22])=[CH:11][C:12]([CH:16]3[CH2:17][CH2:18][N:19]([CH2:38][C:39]([NH2:41])=[O:40])[CH2:20][CH2:21]3)=[C:13]([CH3:15])[CH:14]=2)=[N:6][CH:7]=1. (4) Given the reactants [C:1]([O:5][CH3:6])(=[O:4])[CH:2]=[CH2:3].Br[C:8]1[CH:13]=[CH:12][CH:11]=[C:10]([N+:14]([O-:16])=[O:15])[C:9]=1[CH3:17].C(N(CC)CC)C.C1(C)C=CC=CC=1P(C1C=CC=CC=1C)C1C=CC=CC=1C.[Cl-].[NH4+], predict the reaction product. The product is: [CH3:17][C:9]1[C:10]([N+:14]([O-:16])=[O:15])=[CH:11][CH:12]=[CH:13][C:8]=1/[CH:3]=[CH:2]/[C:1]([O:5][CH3:6])=[O:4]. (5) Given the reactants [CH2:1]([O:8][C@@H:9]1[C@@H:14]([O:15][CH2:16][C:17]2[CH:22]=[CH:21][CH:20]=[CH:19][CH:18]=2)[C@H:13]([O:23][CH2:24][C:25]2[CH:30]=[CH:29][CH:28]=[CH:27][CH:26]=2)[C@@H:12]([CH2:31][O:32][CH2:33][C:34]2[CH:39]=[CH:38][CH:37]=[CH:36][CH:35]=2)[O:11][C@:10]21[C:47]1[C:42](=[CH:43][C:44]([Cl:57])=[C:45]([CH2:48][C:49]3[CH:54]=[CH:53][C:52]([CH2:55][CH3:56])=[CH:51][CH:50]=3)[CH:46]=1)[CH:41](O)[CH2:40]2)[C:2]1[CH:7]=[CH:6][CH:5]=[CH:4][CH:3]=1.CCN(S(F)(F)[F:65])CC, predict the reaction product. The product is: [CH2:1]([O:8][C@@H:9]1[C@@H:14]([O:15][CH2:16][C:17]2[CH:22]=[CH:21][CH:20]=[CH:19][CH:18]=2)[C@H:13]([O:23][CH2:24][C:25]2[CH:30]=[CH:29][CH:28]=[CH:27][CH:26]=2)[C@@H:12]([CH2:31][O:32][CH2:33][C:34]2[CH:39]=[CH:38][CH:37]=[CH:36][CH:35]=2)[O:11][C@:10]21[C:47]1[C:42](=[CH:43][C:44]([Cl:57])=[C:45]([CH2:48][C:49]3[CH:54]=[CH:53][C:52]([CH2:55][CH3:56])=[CH:51][CH:50]=3)[CH:46]=1)[CH:41]([F:65])[CH2:40]2)[C:2]1[CH:7]=[CH:6][CH:5]=[CH:4][CH:3]=1. (6) Given the reactants Br[C:2]1[CH:3]=[CH:4][N:5]=[C:6]2[C:11]=1[N:10]=[C:9]([O:12][CH3:13])[CH:8]=[CH:7]2.[NH:14]1[CH2:19][CH2:18][NH:17][CH2:16][CH2:15]1, predict the reaction product. The product is: [CH3:13][O:12][C:9]1[CH:8]=[CH:7][C:6]2[C:11](=[C:2]([N:14]3[CH2:19][CH2:18][NH:17][CH2:16][CH2:15]3)[CH:3]=[CH:4][N:5]=2)[N:10]=1. (7) Given the reactants [CH:1]1[CH:2]=[CH:3][C:4]2[N:15]([C:16]([NH2:18])=[O:17])[C:14]3[CH:13]=[CH:12][CH:11]=[CH:10][C:9]=3[C@@H:8]([OH:19])[CH2:7][C:5]=2[CH:6]=1.CN(C1C=CC=CN=1)C.[C:29](OC(=O)C)(=[O:31])[CH3:30].Cl, predict the reaction product. The product is: [CH3:30][C:29]([O:19][C@@H:8]1[C:9]2[CH:10]=[CH:11][CH:12]=[CH:13][C:14]=2[N:15]([C:16]([NH2:18])=[O:17])[C:4]2[CH:3]=[CH:2][CH:1]=[CH:6][C:5]=2[CH2:7]1)=[O:31]. (8) The product is: [O:23]1[C:32]2[C:27](=[N:28][CH:29]=[C:30]([CH2:33][NH:1][CH:2]3[CH2:3][CH2:4][N:5]([CH2:8][CH2:9][N:10]4[C:19]5[C:14](=[CH:15][CH:16]=[C:17]([O:20][CH3:21])[CH:18]=5)[N:13]=[CH:12][C:11]4=[O:22])[CH2:6][CH2:7]3)[CH:31]=2)[O:26][CH2:25][CH2:24]1. Given the reactants [NH2:1][CH:2]1[CH2:7][CH2:6][N:5]([CH2:8][CH2:9][N:10]2[C:19]3[C:14](=[CH:15][CH:16]=[C:17]([O:20][CH3:21])[CH:18]=3)[N:13]=[CH:12][C:11]2=[O:22])[CH2:4][CH2:3]1.[O:23]1[C:32]2[C:27](=[N:28][CH:29]=[C:30]([CH:33]=O)[CH:31]=2)[O:26][CH2:25][CH2:24]1.C(O[BH-](OC(=O)C)OC(=O)C)(=O)C.[Na+].C(=O)([O-])O.[Na+], predict the reaction product. (9) Given the reactants [CH3:1][C:2]1[O:6][N:5]=[C:4]([C:7]2[CH:12]=[CH:11][CH:10]=[CH:9][CH:8]=2)[C:3]=1[CH2:13][OH:14].O[C:16]1[CH:21]=[CH:20][CH:19]=[CH:18][N:17]=1.C(P(CCCC)CCCC)CCC.CN(C)C(N=NC(N(C)C)=O)=O.C1(P(C2C=CC=CC=2)C2C=CC=CC=2)C=CC=CC=1.N(C(OCC)=O)=NC(OCC)=O, predict the reaction product. The product is: [CH3:1][C:2]1[O:6][N:5]=[C:4]([C:7]2[CH:12]=[CH:11][CH:10]=[CH:9][CH:8]=2)[C:3]=1[CH2:13][O:14][C:16]1[CH:21]=[CH:20][CH:19]=[CH:18][N:17]=1. (10) Given the reactants Cl[C:2]1[CH:7]=[CH:6][CH:5]=[CH:4][CH:3]=1.[C:8]1([NH:14][C:15]2[CH:20]=[CH:19][C:18]([NH2:21])=[CH:17][CH:16]=2)[CH:13]=[CH:12][CH:11]=[CH:10][CH:9]=1.CC([O-])(C)C.[Na+], predict the reaction product. The product is: [C:2]1([NH:21][C:18]2[CH:17]=[CH:16][C:15]([NH:14][C:8]3[CH:13]=[CH:12][CH:11]=[CH:10][CH:9]=3)=[CH:20][CH:19]=2)[CH:7]=[CH:6][CH:5]=[CH:4][CH:3]=1.